This data is from Forward reaction prediction with 1.9M reactions from USPTO patents (1976-2016). The task is: Predict the product of the given reaction. (1) Given the reactants [CH2:1]([O:8][C:9]1[CH:14]=[CH:13][C:12]([C:15]2[CH:20]=[CH:19][C:18]([N:21]3[CH2:26][CH2:25][C:24](=[O:27])[CH2:23][CH2:22]3)=[CH:17][CH:16]=2)=[CH:11][CH:10]=1)[C:2]1[CH:7]=[CH:6][CH:5]=[CH:4][CH:3]=1.[F:28][C:29]([Si](C)(C)C)([F:31])[F:30].[F-].C([N+](CCCC)(CCCC)CCCC)CCC.O1CCCC1, predict the reaction product. The product is: [CH2:1]([O:8][C:9]1[CH:14]=[CH:13][C:12]([C:15]2[CH:20]=[CH:19][C:18]([N:21]3[CH2:26][CH2:25][C:24]([C:29]([F:31])([F:30])[F:28])([OH:27])[CH2:23][CH2:22]3)=[CH:17][CH:16]=2)=[CH:11][CH:10]=1)[C:2]1[CH:3]=[CH:4][CH:5]=[CH:6][CH:7]=1. (2) Given the reactants [NH2:1][C:2]1[CH:7]=[CH:6][C:5]([CH3:8])=[CH:4][C:3]=1[C:9]([OH:12])([CH3:11])[CH3:10].CCN(CC)CC.[C:20](Cl)(Cl)=[O:21].C1(C)C=CC=CC=1, predict the reaction product. The product is: [CH3:11][C:9]1([CH3:10])[O:12][C:20](=[O:21])[NH:1][C:2]2[CH:7]=[CH:6][C:5]([CH3:8])=[CH:4][C:3]1=2. (3) The product is: [C:1]([O:5][C:6](=[O:20])[NH:7][C@H:8]([CH2:18][O:19][C:27]([C:29]1[CH:30]=[CH:31][CH:32]=[CH:33][CH:34]=1)([C:21]1[CH:26]=[CH:25][CH:24]=[CH:23][CH:22]=1)[CH2:28][I:35])[CH2:9][O:10][CH2:11][C:12]1[CH:17]=[CH:16][CH:15]=[CH:14][CH:13]=1)([CH3:4])([CH3:2])[CH3:3]. Given the reactants [C:1]([O:5][C:6](=[O:20])[NH:7][C@H:8]([CH2:18][OH:19])[CH2:9][O:10][CH2:11][C:12]1[CH:17]=[CH:16][CH:15]=[CH:14][CH:13]=1)([CH3:4])([CH3:3])[CH3:2].[C:21]1([C:27]([C:29]2[CH:34]=[CH:33][CH:32]=[CH:31][CH:30]=2)=[CH2:28])[CH:26]=[CH:25][CH:24]=[CH:23][CH:22]=1.[I:35]N1C(=O)CCC1=O.C(OCC)(=O)C, predict the reaction product. (4) Given the reactants [CH2:1]([NH:3][C:4]([CH2:6][CH:7]([NH:9][C:10]([C:12]1[C:20]2[C:15](=[N:16][CH:17]=[C:18]([CH:21]3[CH2:23][CH2:22]3)[N:19]=2)[N:14](COCC[Si](C)(C)C)[CH:13]=1)=[O:11])[CH3:8])=[O:5])[CH3:2].FC(F)(F)C(O)=O, predict the reaction product. The product is: [CH2:1]([NH:3][C:4]([CH2:6][CH:7]([NH:9][C:10]([C:12]1[C:20]2[C:15](=[N:16][CH:17]=[C:18]([CH:21]3[CH2:22][CH2:23]3)[N:19]=2)[NH:14][CH:13]=1)=[O:11])[CH3:8])=[O:5])[CH3:2]. (5) Given the reactants C([O-])([O-])=O.[K+].[K+].[C:7]1([CH2:13][SH:14])[CH:12]=[CH:11][CH:10]=[CH:9][CH:8]=1.Br[C:16]1[CH:21]=[CH:20][C:19]([CH:22]2[C:31]3[C:26](=[C:27]([Cl:33])[CH:28]=[C:29]([Cl:32])[CH:30]=3)[CH2:25][N:24]([CH3:34])[CH2:23]2)=[CH:18][CH:17]=1, predict the reaction product. The product is: [CH2:13]([S:14][C:16]1[CH:17]=[CH:18][C:19]([CH:22]2[C:31]3[C:26](=[C:27]([Cl:33])[CH:28]=[C:29]([Cl:32])[CH:30]=3)[CH2:25][N:24]([CH3:34])[CH2:23]2)=[CH:20][CH:21]=1)[C:7]1[CH:12]=[CH:11][CH:10]=[CH:9][CH:8]=1. (6) Given the reactants [CH3:1][C:2]1[CH:16]=[CH:15][CH:14]=[CH:13][C:3]=1[O:4][C:5]1[CH:6]=[C:7]([CH:10]=[CH:11][CH:12]=1)[C:8]#[N:9].C1COCC1.[H-].[Al+3].[Li+].[H-].[H-].[H-].[OH-].[Na+], predict the reaction product. The product is: [CH3:1][C:2]1[CH:16]=[CH:15][CH:14]=[CH:13][C:3]=1[O:4][C:5]1[CH:6]=[C:7]([CH:10]=[CH:11][CH:12]=1)[CH2:8][NH2:9]. (7) Given the reactants Br[C:2]1[CH:7]=[CH:6][CH:5]=[C:4]([S:8]([CH3:11])(=[O:10])=[O:9])[CH:3]=1.[CH3:12][O:13][C:14](=[O:22])[C:15]1[CH:20]=[CH:19][C:18]([OH:21])=[CH:17][CH:16]=1.C1(C2C=CC=CC=2)C=CC=CC=1P(C(C)(C)C)C(C)(C)C.P([O-])([O-])([O-])=O.[K+].[K+].[K+], predict the reaction product. The product is: [CH3:12][O:13][C:14](=[O:22])[C:15]1[CH:20]=[CH:19][C:18]([O:21][C:2]2[CH:7]=[CH:6][CH:5]=[C:4]([S:8]([CH3:11])(=[O:10])=[O:9])[CH:3]=2)=[CH:17][CH:16]=1. (8) Given the reactants [N:1]([CH2:4][CH2:5][O:6][C:7]1([C:21]#[N:22])[CH2:12][CH2:11][N:10]([C:13]2[N:18]=[C:17]([CH3:19])[CH:16]=[C:15]([CH3:20])[N:14]=2)[CH2:9][CH2:8]1)=[N+]=[N-], predict the reaction product. The product is: [NH2:1][CH2:4][CH2:5][O:6][C:7]1([C:21]#[N:22])[CH2:8][CH2:9][N:10]([C:13]2[N:18]=[C:17]([CH3:19])[CH:16]=[C:15]([CH3:20])[N:14]=2)[CH2:11][CH2:12]1. (9) Given the reactants [C:1]([OH:6])(=[O:5])[C@H:2]([CH3:4])[OH:3].O=C[C@@H]([C@H]([C@@H](CO)O)O)O, predict the reaction product. The product is: [C:1]([OH:6])(=[O:5])[C@H:2]([CH3:4])[OH:3].[C:1]([OH:6])(=[O:5])[C@@H:2]([CH3:4])[OH:3].